This data is from Forward reaction prediction with 1.9M reactions from USPTO patents (1976-2016). The task is: Predict the product of the given reaction. (1) Given the reactants Cl.[Cl:2][CH2:3][C:4]1[N:5]([CH2:17][CH2:18][CH2:19][NH:20]C(=O)OC(C)(C)C)[C:6]2[C:15]3[N:14]=[CH:13][CH:12]=[CH:11][C:10]=3[N:9]=[CH:8][C:7]=2[N:16]=1, predict the reaction product. The product is: [ClH:2].[Cl:2][CH2:3][C:4]1[N:5]([CH2:17][CH2:18][CH2:19][NH2:20])[C:6]2[C:15]3[N:14]=[CH:13][CH:12]=[CH:11][C:10]=3[N:9]=[CH:8][C:7]=2[N:16]=1. (2) Given the reactants [Cl:1][C:2]1[C:9]([Cl:10])=[CH:8][CH:7]=[CH:6][C:3]=1[CH:4]=[O:5].[N+:11]([O-])([OH:13])=[O:12].O, predict the reaction product. The product is: [Cl:1][C:2]1[C:9]([Cl:10])=[CH:8][CH:7]=[C:6]([N+:11]([O-:13])=[O:12])[C:3]=1[CH:4]=[O:5]. (3) Given the reactants Br[C:2]1[CH:11]=[N:10][CH:9]=[C:8]2[C:3]=1[CH:4]=[C:5]([C:12]([NH:14][CH2:15][C:16]([F:19])([F:18])[F:17])=[O:13])[CH:6]=[N:7]2.[F:20][C:21]1[CH:26]=[CH:25][C:24](B(O)O)=[CH:23][CH:22]=1.C(=O)([O-])[O-].[Cs+].[Cs+], predict the reaction product. The product is: [F:20][C:21]1[CH:26]=[CH:25][C:24]([C:2]2[CH:11]=[N:10][CH:9]=[C:8]3[C:3]=2[CH:4]=[C:5]([C:12]([NH:14][CH2:15][C:16]([F:19])([F:18])[F:17])=[O:13])[CH:6]=[N:7]3)=[CH:23][CH:22]=1.